The task is: Predict the reactants needed to synthesize the given product.. This data is from Full USPTO retrosynthesis dataset with 1.9M reactions from patents (1976-2016). Given the product [Cl:1][C:2]1[N:7]=[C:6]([NH:8][NH:9][C:10](=[O:29])[C@H:11]([CH2:23][CH:24]2[CH2:25][CH2:26][CH2:27][CH2:28]2)[CH2:12][N:13]([OH:16])[CH:14]=[O:15])[C:5]([F:30])=[C:4]([NH:31][CH2:32][CH2:33][C:34]2[CH:38]=[CH:37][S:36][CH:35]=2)[N:3]=1, predict the reactants needed to synthesize it. The reactants are: [Cl:1][C:2]1[N:7]=[C:6]([NH:8][NH:9][C:10](=[O:29])[C@H:11]([CH2:23][CH:24]2[CH2:28][CH2:27][CH2:26][CH2:25]2)[CH2:12][N:13]([O:16]C2CCCCO2)[CH:14]=[O:15])[C:5]([F:30])=[C:4]([NH:31][CH2:32][CH2:33][C:34]2[CH:38]=[CH:37][S:36][CH:35]=2)[N:3]=1.